Dataset: Catalyst prediction with 721,799 reactions and 888 catalyst types from USPTO. Task: Predict which catalyst facilitates the given reaction. Reactant: [C:1]([O:5][C:6](=[O:17])[NH:7][CH2:8][C:9]1[CH:14]=[CH:13][C:12]([CH2:15][OH:16])=[CH:11][CH:10]=1)([CH3:4])([CH3:3])[CH3:2].C1C=C[NH+]=CC=1.[O-][Cr](Cl)(=O)=O.C([O-])(=O)C.[Na+]. Product: [C:1]([O:5][C:6](=[O:17])[NH:7][CH2:8][C:9]1[CH:10]=[CH:11][C:12]([CH:15]=[O:16])=[CH:13][CH:14]=1)([CH3:4])([CH3:2])[CH3:3]. The catalyst class is: 96.